Dataset: Forward reaction prediction with 1.9M reactions from USPTO patents (1976-2016). Task: Predict the product of the given reaction. (1) Given the reactants Cl.Cl[C:3]1[CH:8]=[C:7]([C:9]2[CH:14]=[CH:13][CH:12]=[C:11]([Cl:15])[CH:10]=2)[N:6]=[C:5]2[CH2:16][CH2:17][CH2:18][C:4]=12.[NH2:19][C:20]1[CH:25]=[CH:24][C:23]([N:26](C)[C:27](N)=O)=[CH:22][CH:21]=1.C(=O)(O)[O-].[Na+], predict the reaction product. The product is: [Cl:15][C:11]1[CH:10]=[C:9]([C:7]2[N:6]=[C:5]3[CH2:16][CH2:17][CH2:18][C:4]3=[C:3]([NH:19][C:20]3[CH:25]=[CH:24][C:23]([NH:26][CH3:27])=[CH:22][CH:21]=3)[CH:8]=2)[CH:14]=[CH:13][CH:12]=1. (2) The product is: [Cl:39][C:36]1[CH:37]=[CH:38][C:33]([C:30]2[CH:31]=[CH:32][C:27]([C:26]#[C:25][C:22]3[CH:23]=[CH:24][C:19]([N:16]4[CH2:15][CH2:14][CH:18]([N:5]5[CH2:6][CH2:7][C:2]([CH3:1])([OH:8])[CH2:3][CH2:4]5)[CH2:17]4)=[CH:20][CH:21]=3)=[N:28][CH:29]=2)=[CH:34][CH:35]=1. Given the reactants [CH3:1][C:2]1([OH:8])[CH2:7][CH2:6][NH:5][CH2:4][CH2:3]1.CS(O[CH:14]1[CH2:18][CH2:17][N:16]([C:19]2[CH:24]=[CH:23][C:22]([C:25]#[C:26][C:27]3[CH:32]=[CH:31][C:30]([C:33]4[CH:38]=[CH:37][C:36]([Cl:39])=[CH:35][CH:34]=4)=[CH:29][N:28]=3)=[CH:21][CH:20]=2)[CH2:15]1)(=O)=O, predict the reaction product. (3) Given the reactants [Br:1][C:2]1[CH:32]=[CH:31][C:30]([O:33][CH3:34])=[CH:29][C:3]=1[CH2:4][N:5]1[CH2:10][CH2:9][N:8]([CH2:11][CH2:12][CH:13]([C:22]2[CH:27]=[CH:26][CH:25]=[CH:24][C:23]=2[F:28])[C:14](C2CCCCC2)=O)[CH2:7][CH2:6]1.[CH:35]1([CH:41]([NH:66]C=O)C(C2C=CC=CC=2F)CCN2CCN(C3C=CC=CC=3OC)CC2)[CH2:40][CH2:39][CH2:38][CH2:37][CH2:36]1, predict the reaction product. The product is: [Br:1][C:2]1[CH:32]=[CH:31][C:30]([O:33][CH3:34])=[CH:29][C:3]=1[CH2:4][N:5]1[CH2:10][CH2:9][N:8]([CH2:11][CH2:12][CH:13]([C:22]2[CH:27]=[CH:26][CH:25]=[CH:24][C:23]=2[F:28])[CH2:14][NH:66][CH2:41][CH:35]2[CH2:40][CH2:39][CH2:38][CH2:37][CH2:36]2)[CH2:7][CH2:6]1. (4) Given the reactants Cl.[C:2]([CH2:4][NH:5][C:6]([C@@H:8]1[CH2:12][C@@H:11]([S:13]([C:16]2[CH:21]=[CH:20][CH:19]=[CH:18][C:17]=2[Cl:22])(=[O:15])=[O:14])[CH2:10][NH:9]1)=[O:7])#[N:3].[O:23]1[CH2:26][C:25](=O)[CH2:24]1, predict the reaction product. The product is: [C:2]([CH2:4][NH:5][C:6]([C@@H:8]1[CH2:12][C@@H:11]([S:13]([C:16]2[CH:21]=[CH:20][CH:19]=[CH:18][C:17]=2[Cl:22])(=[O:14])=[O:15])[CH2:10][N:9]1[CH:25]1[CH2:26][O:23][CH2:24]1)=[O:7])#[N:3].